This data is from Full USPTO retrosynthesis dataset with 1.9M reactions from patents (1976-2016). The task is: Predict the reactants needed to synthesize the given product. The reactants are: [OH:1][C@@:2]1([C:9]#[C:10][C:11]2[CH:12]=[C:13]([N:17]3[C:25]4[C:20](=[CH:21][CH:22]=[CH:23][CH:24]=4)[C:19]([C:26]([O:28]C)=O)=[N:18]3)[CH:14]=[CH:15][CH:16]=2)[CH2:6][CH2:5][N:4]([CH3:7])[C:3]1=[O:8].[NH3:30]. Given the product [OH:1][C@@:2]1([C:9]#[C:10][C:11]2[CH:12]=[C:13]([N:17]3[C:25]4[C:20](=[CH:21][CH:22]=[CH:23][CH:24]=4)[C:19]([C:26]([NH2:30])=[O:28])=[N:18]3)[CH:14]=[CH:15][CH:16]=2)[CH2:6][CH2:5][N:4]([CH3:7])[C:3]1=[O:8], predict the reactants needed to synthesize it.